Dataset: Full USPTO retrosynthesis dataset with 1.9M reactions from patents (1976-2016). Task: Predict the reactants needed to synthesize the given product. (1) Given the product [C:22]([NH:21][C:18]1[CH:19]=[CH:20][C:15]([S:12]([NH:11][C@H:8]([C:9]#[N:10])[CH2:7][C:6]([OH:38])=[O:5])(=[O:14])=[O:13])=[C:16]([O:25][CH2:26][CH2:27][C:28]2[CH:37]=[CH:36][CH:35]=[C:34]3[C:29]=2[CH:30]=[CH:31][CH:32]=[N:33]3)[CH:17]=1)(=[O:24])[CH3:23], predict the reactants needed to synthesize it. The reactants are: C([O:5][C:6](=[O:38])[CH2:7][C@H:8]([NH:11][S:12]([C:15]1[CH:20]=[CH:19][C:18]([NH:21][C:22](=[O:24])[CH3:23])=[CH:17][C:16]=1[O:25][CH2:26][CH2:27][C:28]1[CH:37]=[CH:36][CH:35]=[C:34]2[C:29]=1[CH:30]=[CH:31][CH:32]=[N:33]2)(=[O:14])=[O:13])[C:9]#[N:10])(C)(C)C. (2) Given the product [CH:8]12[CH2:22][CH:15]([CH:20]=[CH:19]1)[CH2:16][CH:7]2[C:6]([O:10][C:11]([CH3:14])([CH3:13])[CH3:12])=[O:9], predict the reactants needed to synthesize it. The reactants are: C1CC=CC=1.[C:6]([O:10][C:11]([CH3:14])([CH3:13])[CH3:12])(=[O:9])[CH:7]=[CH2:8].[C:15]1([CH3:22])[C:16](C)=CC=[CH:19][CH:20]=1.